Dataset: Reaction yield outcomes from USPTO patents with 853,638 reactions. Task: Predict the reaction yield, written as a fraction of the theoretical maximum amount of product (1.0 means a 100% yield; for example, 0.34 means a 34% yield). (1) The reactants are [CH:1]1([NH2:7])[CH2:6][CH2:5][CH2:4][CH2:3][CH2:2]1.C([O:10][C:11]([C:13]1[C:14](=[O:32])[N:15]([CH2:25][C:26]2[CH:31]=[CH:30][CH:29]=[CH:28][CH:27]=2)[C:16]2[C:21]([C:22]=1[OH:23])=[CH:20][C:19]([Cl:24])=[CH:18][CH:17]=2)=O)C. The catalyst is C1(C)C=CC=CC=1.O. The product is [CH:1]1([NH:7][C:11]([C:13]2[C:14](=[O:32])[N:15]([CH2:25][C:26]3[CH:31]=[CH:30][CH:29]=[CH:28][CH:27]=3)[C:16]3[C:21]([C:22]=2[OH:23])=[CH:20][C:19]([Cl:24])=[CH:18][CH:17]=3)=[O:10])[CH2:6][CH2:5][CH2:4][CH2:3][CH2:2]1. The yield is 0.960. (2) The reactants are [CH3:1][CH:2]([C:7]([O:9]C)=O)[C:3](OC)=[O:4].[NH2:11][C:12]1[NH:16][N:15]=[C:14]([C:17]2[CH:22]=[CH:21][CH:20]=[CH:19][CH:18]=2)[CH:13]=1.C[O-].[Na+]. The catalyst is CO. The product is [OH:9][C:7]1[N:16]2[N:15]=[C:14]([C:17]3[CH:22]=[CH:21][CH:20]=[CH:19][CH:18]=3)[CH:13]=[C:12]2[NH:11][C:3](=[O:4])[C:2]=1[CH3:1]. The yield is 0.950. (3) The reactants are [N:1]1[CH:6]=[CH:5][CH:4]=[CH:3][C:2]=1[O:7][CH2:8][CH2:9][CH2:10][NH2:11].[C:12]([N:16]1[C:20](=[O:21])[C:19](Cl)=[C:18]([C:23]2[CH:28]=[CH:27][CH:26]=[CH:25][CH:24]=2)[S:17]1(=[O:30])=[O:29])([CH3:15])([CH3:14])[CH3:13]. No catalyst specified. The product is [C:12]([N:16]1[C:20](=[O:21])[C:19]([NH:11][CH2:10][CH2:9][CH2:8][O:7][C:2]2[CH:3]=[CH:4][CH:5]=[CH:6][N:1]=2)=[C:18]([C:23]2[CH:28]=[CH:27][CH:26]=[CH:25][CH:24]=2)[S:17]1(=[O:29])=[O:30])([CH3:15])([CH3:13])[CH3:14]. The yield is 0.650.